From a dataset of Full USPTO retrosynthesis dataset with 1.9M reactions from patents (1976-2016). Predict the reactants needed to synthesize the given product. (1) Given the product [CH:19]([O:21][C:22]([N:24]1[CH2:25][CH2:26][CH2:27][CH2:28][CH:29]1[CH2:30][C:31]([OH:7])=[O:32])=[O:23])([CH2:18][CH3:17])[CH3:20], predict the reactants needed to synthesize it. The reactants are: S(=O)(=O)(O)O.[Cr](O[Cr]([O-])(=O)=O)([O-])(=O)=[O:7].[Na+].[Na+].[CH3:17][CH2:18][CH:19]([O:21][C:22]([N:24]1[CH:29]([CH2:30][CH2:31][OH:32])[CH2:28][CH2:27][CH2:26][CH2:25]1)=[O:23])[CH3:20]. (2) The reactants are: Br[C:2]1[CH:7]=[CH:6][CH:5]=[C:4]([N+:8]([O-:10])=[O:9])[CH:3]=1.C(=O)([O-])[O-].[Na+].[Na+].[C:17]([O:21][C:22]([N:24]1[CH:28]=[CH:27][CH:26]=[C:25]1B(O)O)=[O:23])([CH3:20])([CH3:19])[CH3:18]. Given the product [C:17]([O:21][C:22]([N:24]1[CH:28]=[CH:27][CH:26]=[C:25]1[C:2]1[CH:7]=[CH:6][CH:5]=[C:4]([N+:8]([O-:10])=[O:9])[CH:3]=1)=[O:23])([CH3:20])([CH3:18])[CH3:19], predict the reactants needed to synthesize it.